The task is: Predict the reactants needed to synthesize the given product.. This data is from Full USPTO retrosynthesis dataset with 1.9M reactions from patents (1976-2016). Given the product [CH3:22][C@H:10]1[CH2:9][N:8]([C:5]2[N:6]=[N:7][C:2]([C:32]3[CH:33]=[CH:34][C:29]([C:28]([F:39])([F:38])[F:27])=[CH:30][CH:31]=3)=[C:3]3[CH:26]=[CH:25][N:24]=[CH:23][C:4]=23)[CH2:13][CH2:12][N:11]1[C:14]([N:16]1[CH2:21][CH2:20][CH2:19][CH2:18][CH2:17]1)=[O:15], predict the reactants needed to synthesize it. The reactants are: Cl[C:2]1[N:7]=[N:6][C:5]([N:8]2[CH2:13][CH2:12][N:11]([C:14]([N:16]3[CH2:21][CH2:20][CH2:19][CH2:18][CH2:17]3)=[O:15])[C@@H:10]([CH3:22])[CH2:9]2)=[C:4]2[CH:23]=[N:24][CH:25]=[CH:26][C:3]=12.[F:27][C:28]([F:39])([F:38])[C:29]1[CH:34]=[CH:33][C:32](B(O)O)=[CH:31][CH:30]=1.C(=O)([O-])[O-].[Na+].[Na+].